From a dataset of NCI-60 drug combinations with 297,098 pairs across 59 cell lines. Regression. Given two drug SMILES strings and cell line genomic features, predict the synergy score measuring deviation from expected non-interaction effect. Cell line: COLO 205. Drug 2: CC1=C(C=C(C=C1)C(=O)NC2=CC(=CC(=C2)C(F)(F)F)N3C=C(N=C3)C)NC4=NC=CC(=N4)C5=CN=CC=C5. Synergy scores: CSS=41.2, Synergy_ZIP=6.11, Synergy_Bliss=7.71, Synergy_Loewe=-10.5, Synergy_HSA=3.90. Drug 1: CCCS(=O)(=O)NC1=C(C(=C(C=C1)F)C(=O)C2=CNC3=C2C=C(C=N3)C4=CC=C(C=C4)Cl)F.